Dataset: Forward reaction prediction with 1.9M reactions from USPTO patents (1976-2016). Task: Predict the product of the given reaction. Given the reactants [NH2:1][C:2]1[CH:10]=[C:9]2[C:5]([C:6]([F:14])([F:13])[O:7][C:8]2([F:12])[F:11])=[CH:4][C:3]=1[OH:15].[CH2:16]([S:18][C:19]1[C:20]([C:25](O)=[O:26])=[N:21][CH:22]=[CH:23][CH:24]=1)[CH3:17].CCN=C=NCCCN(C)C.[OH-].[Na+], predict the reaction product. The product is: [CH2:16]([S:18][C:19]1[C:20]([C:25]([NH:1][C:2]2[CH:10]=[C:9]3[C:5](=[CH:4][C:3]=2[OH:15])[C:6]([F:14])([F:13])[O:7][C:8]3([F:11])[F:12])=[O:26])=[N:21][CH:22]=[CH:23][CH:24]=1)[CH3:17].